From a dataset of Forward reaction prediction with 1.9M reactions from USPTO patents (1976-2016). Predict the product of the given reaction. The product is: [Cl:5][C:6]1[CH:7]=[C:8]([N:9]2[N:23]=[N:24][C:25]([CH:26]=[CH:27][C:28]3[CH:33]=[CH:32][CH:31]=[CH:30][CH:29]=3)=[N:1]2)[CH:10]=[CH:11][CH:12]=1. Given the reactants [N:1]([O-])=O.[Na+].[Cl:5][C:6]1[CH:7]=[C:8]([CH:10]=[CH:11][CH:12]=1)[NH2:9].S([NH:23][N:24]=[CH:25][CH:26]=[CH:27][C:28]1[CH:33]=[CH:32][CH:31]=[CH:30][CH:29]=1)(C1C=CC(C)=CC=1)(=O)=O, predict the reaction product.